Predict the product of the given reaction. From a dataset of Forward reaction prediction with 1.9M reactions from USPTO patents (1976-2016). (1) Given the reactants [O:1]1[CH2:6][CH2:5][CH:4]([OH:7])[CH2:3][CH2:2]1.[H-].[Na+].[Br:10][C:11]1[CH:12]=[CH:13][C:14](F)=[C:15]([CH:18]=1)[C:16]#[N:17], predict the reaction product. The product is: [Br:10][C:11]1[CH:12]=[CH:13][C:14]([O:7][CH:4]2[CH2:5][CH2:6][O:1][CH2:2][CH2:3]2)=[C:15]([CH:18]=1)[C:16]#[N:17]. (2) Given the reactants C(C1C=CC(C2C=CC=CC=2C(O)=O)=CC=1)(C)(C)C.S(Cl)(Cl)=O.NC1C=CC([N:31]2[CH2:36][CH2:35][CH:34]([CH:37](C3C=CC=CC=3)[C:38]([O:40]C)=[O:39])[CH2:33][CH2:32]2)=CC=1.CCN(C(C)C)C(C)C, predict the reaction product. The product is: [NH:31]1[CH2:36][CH2:35][CH:34]([CH2:37][C:38]([OH:40])=[O:39])[CH2:33][CH2:32]1. (3) Given the reactants Cl.[NH2:2][CH2:3][CH2:4][N:5]1[C:9]2[CH:10]=[CH:11][CH:12]=[CH:13][C:8]=2[NH:7][C:6]1=[O:14].[C:15](O[C:15]([O:16][C:17]([CH3:20])([CH3:19])[CH3:18])=[O:21])(=[O:21])[O:16][C:17]([CH3:20])([CH3:19])[CH3:18], predict the reaction product. The product is: [O:14]=[C:6]1[N:5]([CH2:4][CH2:3][NH:2][C:15](=[O:21])[O:16][C:17]([CH3:20])([CH3:19])[CH3:18])[C:9]2[CH:10]=[CH:11][CH:12]=[CH:13][C:8]=2[NH:7]1. (4) Given the reactants [Cl:1][C:2]1[N:7]=[CH:6][C:5]([C@H:8]([OH:13])[C:9]([F:12])([F:11])[F:10])=[CH:4][CH:3]=1.N1C(C)=CC=CC=1C.[F:22][C:23]([F:36])([F:35])[S:24](O[S:24]([C:23]([F:36])([F:35])[F:22])(=[O:26])=[O:25])(=[O:26])=[O:25].O, predict the reaction product. The product is: [F:22][C:23]([F:36])([F:35])[S:24]([O:13][C@@H:8]([C:5]1[CH:6]=[N:7][C:2]([Cl:1])=[CH:3][CH:4]=1)[C:9]([F:10])([F:11])[F:12])(=[O:26])=[O:25]. (5) Given the reactants [OH-].[Na+:2].P([O-])([O-])([O-])=O.[Na+:8].[Na+].[Na+].[CH:11]1[C:16]([C:17]([NH:19][C@H:20]([C:26]([OH:28])=[O:27])[CH2:21][CH2:22][C:23]([OH:25])=[O:24])=[O:18])=[CH:15][CH:14]=[C:13]([NH:29][CH2:30][C:31]2[CH:32]=[N:33][C:34]3[N:40]=[C:39]([NH2:41])[N:38]=[C:37]([NH2:42])[C:35]=3[N:36]=2)[CH:12]=1, predict the reaction product. The product is: [Na:2][Na:8].[CH:15]1[C:16]([C:17]([NH:19][C@H:20]([C:26]([OH:28])=[O:27])[CH2:21][CH2:22][C:23]([OH:25])=[O:24])=[O:18])=[CH:11][CH:12]=[C:13]([NH:29][CH2:30][C:31]2[CH:32]=[N:33][C:34]3[N:40]=[C:39]([NH2:41])[N:38]=[C:37]([NH2:42])[C:35]=3[N:36]=2)[CH:14]=1. (6) Given the reactants [CH2:1]([C:8]1[S:9][C:10]2[CH:16]=[CH:15][C:14]([C:17]3[CH:18]=[C:19]([CH:27]4[CH2:32][CH2:31][NH:30][CH2:29][CH2:28]4)[N:20]4[C:25]=3[C:24]([NH2:26])=[N:23][CH:22]=[N:21]4)=[CH:13][C:11]=2[N:12]=1)[C:2]1[CH:7]=[CH:6][CH:5]=[CH:4][CH:3]=1.[CH2:33]([N:35]=[C:36]=[O:37])[CH3:34], predict the reaction product. The product is: [NH2:26][C:24]1[C:25]2=[C:17]([C:14]3[CH:15]=[CH:16][C:10]4[S:9][C:8]([CH2:1][C:2]5[CH:3]=[CH:4][CH:5]=[CH:6][CH:7]=5)=[N:12][C:11]=4[CH:13]=3)[CH:18]=[C:19]([CH:27]3[CH2:32][CH2:31][N:30]([C:36]([NH:35][CH2:33][CH3:34])=[O:37])[CH2:29][CH2:28]3)[N:20]2[N:21]=[CH:22][N:23]=1. (7) Given the reactants [I:1]N1C(=O)CCC1=O.[NH2:9][C:10]1[CH:19]=[C:18]([O:20][CH3:21])[CH:17]=[CH:16][C:11]=1[C:12]([O:14][CH3:15])=[O:13], predict the reaction product. The product is: [I:1][C:17]1[C:18]([O:20][CH3:21])=[CH:19][C:10]([NH2:9])=[C:11]([CH:16]=1)[C:12]([O:14][CH3:15])=[O:13]. (8) Given the reactants [C:1]([C:3]1[CH:4]=[C:5]([CH:9]2[CH2:14][CH2:13][CH2:12][CH2:11][N:10]2[CH2:15][C:16]2[C:24]([CH3:25])=[CH:23][C:22]([CH3:26])=[C:21]3[C:17]=2[CH:18]=[CH:19][N:20]3C(OC(C)(C)C)=O)[CH:6]=[CH:7][CH:8]=1)#[N:2].[N-:34]=[N+:35]=[N-:36].[Na+], predict the reaction product. The product is: [N:34]1[NH:35][N:36]=[N:2][C:1]=1[C:3]1[CH:4]=[C:5]([CH:9]2[CH2:14][CH2:13][CH2:12][CH2:11][N:10]2[CH2:15][C:16]2[C:24]([CH3:25])=[CH:23][C:22]([CH3:26])=[C:21]3[C:17]=2[CH:18]=[CH:19][NH:20]3)[CH:6]=[CH:7][CH:8]=1. (9) Given the reactants Cl[C:2]1[N:7]=[C:6]([O:8][CH3:9])[C:5]([C:10]2[C:19]3[C:14](=[CH:15][C:16]([S:20]([N:23]([CH2:30][C:31]4[CH:36]=[CH:35][C:34]([O:37][CH3:38])=[CH:33][CH:32]=4)[C:24]4[CH:29]=[CH:28][N:27]=[CH:26][N:25]=4)(=[O:22])=[O:21])=[CH:17][CH:18]=3)[CH:13]=[CH:12][N:11]=2)=[CH:4][CH:3]=1.[F:39][C:40]1[CH:41]=[C:42](B(O)O)[CH:43]=[CH:44][C:45]=1[F:46].C(=O)([O-])[O-].[K+].[K+], predict the reaction product. The product is: [F:39][C:40]1[CH:41]=[C:42]([C:2]2[N:7]=[C:6]([O:8][CH3:9])[C:5]([C:10]3[C:19]4[C:14](=[CH:15][C:16]([S:20]([N:23]([CH2:30][C:31]5[CH:36]=[CH:35][C:34]([O:37][CH3:38])=[CH:33][CH:32]=5)[C:24]5[CH:29]=[CH:28][N:27]=[CH:26][N:25]=5)(=[O:22])=[O:21])=[CH:17][CH:18]=4)[CH:13]=[CH:12][N:11]=3)=[CH:4][CH:3]=2)[CH:43]=[CH:44][C:45]=1[F:46]. (10) Given the reactants C([O:3][C:4]([CH:6]1[CH2:8][CH:7]1[C:9]1[CH:10]=[C:11]2[C:17]([C:18](=[O:28])[CH2:19][C:20]3[CH:25]=[CH:24][CH:23]=[C:22]([F:26])[C:21]=3[F:27])=[CH:16][NH:15][C:12]2=[N:13][CH:14]=1)=[O:5])C.Cl, predict the reaction product. The product is: [F:27][C:21]1[C:22]([F:26])=[CH:23][CH:24]=[CH:25][C:20]=1[CH2:19][C:18]([C:17]1[C:11]2[C:12](=[N:13][CH:14]=[C:9]([CH:7]3[CH2:8][CH:6]3[C:4]([OH:5])=[O:3])[CH:10]=2)[NH:15][CH:16]=1)=[O:28].